This data is from Forward reaction prediction with 1.9M reactions from USPTO patents (1976-2016). The task is: Predict the product of the given reaction. (1) Given the reactants C(N(CC)CC)C.[CH:8]([C:10]1[C:18]2[C:13](=[CH:14][CH:15]=[CH:16][CH:17]=2)[N:12](C(OC(C)(C)C)=O)[CH:11]=1)=[O:9].[N:26]1[C:27]([CH:35]=[N:36][C:37]2[CH:42]=[CH:41][N:40]=[C:39]([O:43][CH3:44])[CH:38]=2)=[CH:28][N:29]2[CH2:34][CH2:33][O:32][CH2:31][C:30]=12, predict the reaction product. The product is: [N:26]1[C:27]([CH:35]([NH:36][C:37]2[CH:42]=[CH:41][N:40]=[C:39]([O:43][CH3:44])[CH:38]=2)[C:8]([C:10]2[C:18]3[C:13](=[CH:14][CH:15]=[CH:16][CH:17]=3)[NH:12][CH:11]=2)=[O:9])=[CH:28][N:29]2[CH2:34][CH2:33][O:32][CH2:31][C:30]=12. (2) The product is: [Cl:1][C:2]1[CH:7]=[C:6]([NH:8][C:9]([C:11]2[CH:16]=[C:15]([C:28]3[CH:33]=[CH:32][N:31]=[C:30]([Cl:34])[CH:29]=3)[CH:14]=[C:13]([CH3:26])[N:12]=2)=[O:10])[CH:5]=[CH:4][N:3]=1. Given the reactants [Cl:1][C:2]1[CH:7]=[C:6]([NH:8][C:9]([C:11]2[CH:16]=[C:15](B3OC(C)(C)C(C)(C)O3)[CH:14]=[C:13]([CH3:26])[N:12]=2)=[O:10])[CH:5]=[CH:4][N:3]=1.Br[C:28]1[CH:33]=[CH:32][N:31]=[C:30]([Cl:34])[CH:29]=1, predict the reaction product. (3) The product is: [CH2:12]([O:14][CH2:15][O:1][C:2]1[CH:7]=[C:6]([CH3:8])[CH:5]=[CH:4][C:3]=1[C:9](=[O:11])[CH3:10])[CH3:13]. Given the reactants [OH:1][C:2]1[CH:7]=[C:6]([CH3:8])[CH:5]=[CH:4][C:3]=1[C:9](=[O:11])[CH3:10].[CH2:12]([O:14][CH2:15]Cl)[CH3:13], predict the reaction product. (4) Given the reactants [CH2:1]([OH:10])[CH2:2][O:3][CH2:4][CH2:5][O:6][CH2:7][CH2:8][OH:9].F[C:12]1[C:20]([N+:21]([O-:23])=[O:22])=[CH:19][CH:18]=[CH:17][C:13]=1[C:14]([OH:16])=[O:15].C(=O)([O-])[O-].[Cs+].[Cs+].Cl, predict the reaction product. The product is: [OH:10][CH2:1][CH2:2][O:3][CH2:4][CH2:5][O:6][CH2:7][CH2:8][O:9][C:12]1[C:20]([N+:21]([O-:23])=[O:22])=[CH:19][CH:18]=[CH:17][C:13]=1[C:14]([OH:16])=[O:15]. (5) Given the reactants Cl.[CH2:2]([N:9]1[CH2:14][CH2:13][C:12](=O)[CH:11]([C:16]([O:18][CH2:19][CH3:20])=[O:17])[CH2:10]1)[C:3]1[CH:8]=[CH:7][CH:6]=[CH:5][CH:4]=1.C([O-])(=O)C.[NH4+].C[N:27](C)C(=O)C.[OH-].[Na+], predict the reaction product. The product is: [NH2:27][C:12]1[CH2:13][CH2:14][N:9]([CH2:2][C:3]2[CH:8]=[CH:7][CH:6]=[CH:5][CH:4]=2)[CH2:10][C:11]=1[C:16]([O:18][CH2:19][CH3:20])=[O:17]. (6) Given the reactants [Cl:1][C:2]1[CH:3]=[CH:4][C:5]2[N:11]3[C:12]([CH:15]4[CH2:17][CH2:16]4)=[N:13][N:14]=[C:10]3[C@@H:9]([CH2:18][CH2:19][C:20](O)=[O:21])[O:8][C@H:7]([C:23]3[CH:28]=[CH:27][CH:26]=[C:25]([O:29][CH3:30])[C:24]=3[O:31][CH3:32])[C:6]=2[CH:33]=1.Cl.[NH2:35][CH2:36][C:37](=[O:44])[CH2:38][C:39]([O:41][CH2:42][CH3:43])=[O:40].Cl.C(N=C=NCCCN(C)C)C.ON1C2C=CC=CC=2N=N1, predict the reaction product. The product is: [Cl:1][C:2]1[CH:3]=[CH:4][C:5]2[N:11]3[C:12]([CH:15]4[CH2:17][CH2:16]4)=[N:13][N:14]=[C:10]3[C@@H:9]([CH2:18][CH2:19][C:20]([NH:35][CH2:36][C:37](=[O:44])[CH2:38][C:39]([O:41][CH2:42][CH3:43])=[O:40])=[O:21])[O:8][C@H:7]([C:23]3[CH:28]=[CH:27][CH:26]=[C:25]([O:29][CH3:30])[C:24]=3[O:31][CH3:32])[C:6]=2[CH:33]=1. (7) Given the reactants [NH2:1][C:2]1[N:6]([C:7]2[CH:12]=[CH:11][CH:10]=[CH:9][CH:8]=2)[N:5]=[C:4]([C:13](OCC)=[O:14])[C:3]=1[CH2:18][NH:19][CH3:20].[OH-].[Na+].CCN(CC)CC.CCN=C=NCCCN(C)C.C1C=CC2N(O)N=NC=2C=1, predict the reaction product. The product is: [NH2:1][C:2]1[N:6]([C:7]2[CH:12]=[CH:11][CH:10]=[CH:9][CH:8]=2)[N:5]=[C:4]2[C:13](=[O:14])[N:19]([CH3:20])[CH2:18][C:3]=12.